This data is from Reaction yield outcomes from USPTO patents with 853,638 reactions. The task is: Predict the reaction yield, written as a fraction of the theoretical maximum amount of product (1.0 means a 100% yield; for example, 0.34 means a 34% yield). (1) The reactants are [N+:1]([CH3:4])([O-:3])=[O:2].C[O:6][CH:7](OC)[CH2:8][CH2:9][CH2:10][CH:11]=O. The catalyst is CCOC(C)=O.CCCCCC. The product is [N+:1](/[CH:4]=[CH:11]/[CH2:10][CH2:9][CH2:8][CH:7]=[O:6])([O-:3])=[O:2]. The yield is 0.660. (2) The reactants are [Cl:1][C:2]1[CH:10]=[CH:9][C:8]2[NH:7][C:6]3[CH2:11][CH2:12][N:13]([CH3:15])[CH2:14][C:5]=3[C:4]=2[CH:3]=1.[OH-].[K+].[CH2:18]([C:20]1[CH:25]=[CH:24][C:23]([CH:26]=[CH2:27])=[CH:22][N:21]=1)[CH3:19]. The catalyst is CN1CCCC1=O.O. The product is [Cl:1][C:2]1[CH:10]=[CH:9][C:8]2[N:7]([CH2:27][CH2:26][C:23]3[CH:22]=[N:21][C:20]([CH2:18][CH3:19])=[CH:25][CH:24]=3)[C:6]3[CH2:11][CH2:12][N:13]([CH3:15])[CH2:14][C:5]=3[C:4]=2[CH:3]=1. The yield is 0.100. (3) The yield is 0.600. The product is [ClH:38].[CH3:1][N:2]1[C:10]2[CH:9]=[C:8]([N:11]3[CH:16]=[CH:15][C:14]([CH2:17][CH2:18][C:19]4[CH:24]=[CH:23][CH:22]=[CH:21][CH:20]=4)=[N:13][C:12]3=[O:25])[CH:7]=[CH:6][C:5]=2[C:4]2[CH2:26][NH:27][CH2:28][CH2:29][CH2:30][C:3]1=2. The reactants are [CH3:1][N:2]1[C:10]2[CH:9]=[C:8]([N:11]3[CH:16]=[CH:15][C:14]([CH2:17][CH2:18][C:19]4[CH:24]=[CH:23][CH:22]=[CH:21][CH:20]=4)=[N:13][C:12]3=[O:25])[CH:7]=[CH:6][C:5]=2[C:4]2[CH2:26][N:27](C(OC(C)(C)C)=O)[CH2:28][CH2:29][CH2:30][C:3]1=2.[ClH:38]. The catalyst is ClCCl. (4) The reactants are [Cr](Cl)([O-])(=O)=O.[NH+]1C=CC=CC=1.[C:12]([O:22][CH3:23])(=[O:21])[CH:13]([C:15]1[CH:20]=[CH:19][CH:18]=[CH:17][CH:16]=1)[OH:14]. The catalyst is ClCCl.CCOCC. The product is [O:14]=[C:13]([C:15]1[CH:20]=[CH:19][CH:18]=[CH:17][CH:16]=1)[C:12]([O:22][CH3:23])=[O:21]. The yield is 0.760. (5) The reactants are [CH3:1][S:2](Cl)(=[O:4])=[O:3].[F:6][CH2:7][CH2:8][CH2:9][OH:10]. The catalyst is C(Cl)Cl. The product is [CH3:1][S:2]([O:10][CH2:9][CH2:8][CH2:7][F:6])(=[O:4])=[O:3]. The yield is 0.936. (6) The reactants are [OH:1][C@H:2](/[CH:15]=[CH:16]/[CH2:17][CH2:18][S:19][C:20]([C:33]1[CH:38]=[CH:37][CH:36]=[CH:35][CH:34]=1)([C:27]1[CH:32]=[CH:31][CH:30]=[CH:29][CH:28]=1)[C:21]1[CH:26]=[CH:25][CH:24]=[CH:23][CH:22]=1)[CH2:3][C:4](N1[C@H](C(C)C)CSC1=S)=[O:5].[Li+].[OH-].Cl.CC[O:44]C(C)=O. The catalyst is C1COCC1.O. The product is [OH:1][C@H:2](/[CH:15]=[CH:16]/[CH2:17][CH2:18][S:19][C:20]([C:33]1[CH:38]=[CH:37][CH:36]=[CH:35][CH:34]=1)([C:21]1[CH:22]=[CH:23][CH:24]=[CH:25][CH:26]=1)[C:27]1[CH:28]=[CH:29][CH:30]=[CH:31][CH:32]=1)[CH2:3][C:4]([OH:44])=[O:5]. The yield is 0.860. (7) The reactants are [CH3:1][O:2][C:3]1[CH:29]=[CH:28][C:6]([CH2:7][N:8]2[C:12]3[C:13](=O)[NH:14][C:15]4[CH:16]=[CH:17][C:18]([C:21]5[CH:22]=[N:23][CH:24]=[CH:25][CH:26]=5)=[CH:19][C:20]=4[C:11]=3[CH:10]=[N:9]2)=[CH:5][CH:4]=1.C([O-])(O)=O.[Na+].O=P(Cl)(Cl)[Cl:37]. No catalyst specified. The product is [Cl:37][C:13]1[C:12]2[N:8]([CH2:7][C:6]3[CH:28]=[CH:29][C:3]([O:2][CH3:1])=[CH:4][CH:5]=3)[N:9]=[CH:10][C:11]=2[C:20]2[CH:19]=[C:18]([C:21]3[CH:22]=[N:23][CH:24]=[CH:25][CH:26]=3)[CH:17]=[CH:16][C:15]=2[N:14]=1. The yield is 0.580. (8) The reactants are [O:1]1[CH2:6][CH2:5][CH2:4][CH2:3][CH:2]1[N:7]1[CH:11]=[CH:10][CH:9]=[N:8]1.C([Li])CCC.OC(C(O)(C)C)(C)C.[B:25]([O:34][CH:35]([CH3:37])[CH3:36])([O:30][CH:31]([CH3:33])[CH3:32])OC(C)C. The catalyst is C1COCC1. The product is [O:1]1[CH2:6][CH2:5][CH2:4][CH2:3][CH:2]1[N:7]1[C:11]([B:25]2[O:30][C:31]([CH3:32])([CH3:33])[C:35]([CH3:36])([CH3:37])[O:34]2)=[CH:10][CH:9]=[N:8]1. The yield is 0.380. (9) The reactants are C(OC([N:8]([CH2:27][C@H:28]1[CH2:37][CH2:36][C:35]2[C:30](=[CH:31][CH:32]=[C:33]([O:38][C:39]3[CH:48]=[CH:47][CH:46]=[CH:45][C:40]=3[C:41]([O:43][CH3:44])=[O:42])[CH:34]=2)[O:29]1)[CH2:9][C@H:10]([O:19][Si](C(C)(C)C)(C)C)[CH2:11][O:12][C:13]1[CH:18]=[CH:17][CH:16]=[CH:15][CH:14]=1)=O)(C)(C)C.Cl. The catalyst is O1CCOCC1. The product is [OH:19][C@H:10]([CH2:11][O:12][C:13]1[CH:14]=[CH:15][CH:16]=[CH:17][CH:18]=1)[CH2:9][NH:8][CH2:27][C@H:28]1[CH2:37][CH2:36][C:35]2[C:30](=[CH:31][CH:32]=[C:33]([O:38][C:39]3[CH:48]=[CH:47][CH:46]=[CH:45][C:40]=3[C:41]([O:43][CH3:44])=[O:42])[CH:34]=2)[O:29]1. The yield is 0.950.